Dataset: Reaction yield outcomes from USPTO patents with 853,638 reactions. Task: Predict the reaction yield, written as a fraction of the theoretical maximum amount of product (1.0 means a 100% yield; for example, 0.34 means a 34% yield). (1) The reactants are [C:1]([O:5][C:6](=[O:14])[C:7]([CH2:12][OH:13])([CH2:10][OH:11])[CH:8]=[CH2:9])(C)(C)[CH3:2].C(OC(C1(C=C)COC(C)(C)OC1)=O)C. No catalyst specified. The product is [CH2:1]([O:5][C:6](=[O:14])[C:7]([CH2:10][OH:11])([CH2:12][OH:13])[CH:8]=[CH2:9])[CH3:2]. The yield is 0.780. (2) The reactants are [CH:1]([O:4][C:5]1[CH:14]=[C:13]([C:15]([F:18])([F:17])[F:16])[C:12]2[C:7](=[CH:8][CH:9]=[C:10]3[NH:22][C@H:21]([CH:23]([CH3:25])[CH3:24])[CH2:20][O:19][C:11]3=2)[N:6]=1)([CH3:3])[CH3:2].[BH4-].[Na+].[Cl:28][CH2:29][C:30](O)=O. No catalyst specified. The product is [Cl:28][CH2:29][CH2:30][N:22]1[C:10]2[C:11](=[C:12]3[C:7](=[CH:8][CH:9]=2)[N:6]=[C:5]([O:4][CH:1]([CH3:3])[CH3:2])[CH:14]=[C:13]3[C:15]([F:18])([F:17])[F:16])[O:19][CH2:20][C@H:21]1[CH:23]([CH3:25])[CH3:24]. The yield is 0.580. (3) The reactants are C([NH:5][S:6]([C:9]1[CH:41]=[CH:40][C:12]2[N:13]([C:18]3[CH:23]=[CH:22][C:21]([CH2:24][CH2:25][NH:26][C:27]([NH:29][S:30]([C:33]4[CH:38]=[CH:37][C:36]([CH3:39])=[CH:35][CH:34]=4)(=[O:32])=[O:31])=[O:28])=[CH:20][CH:19]=3)[C:14]([CH2:16][CH3:17])=[N:15][C:11]=2[CH:10]=1)(=[O:8])=[O:7])(C)(C)C. The catalyst is FC(F)(F)C(O)=O. The product is [NH2:5][S:6]([C:9]1[CH:41]=[CH:40][C:12]2[N:13]([C:18]3[CH:23]=[CH:22][C:21]([CH2:24][CH2:25][NH:26][C:27]([NH:29][S:30]([C:33]4[CH:34]=[CH:35][C:36]([CH3:39])=[CH:37][CH:38]=4)(=[O:32])=[O:31])=[O:28])=[CH:20][CH:19]=3)[C:14]([CH2:16][CH3:17])=[N:15][C:11]=2[CH:10]=1)(=[O:7])=[O:8]. The yield is 0.730. (4) The reactants are [NH2:1][C:2]1[N:6]([C:7]2[CH:12]=[CH:11][C:10]([OH:13])=[CH:9][CH:8]=2)[N:5]=[C:4]([C:14]([CH3:17])([CH3:16])[CH3:15])[CH:3]=1.[N:18]1([CH2:24][CH2:25]O)[CH2:23][CH2:22][O:21][CH2:20][CH2:19]1.C1(P(C2C=CC=CC=2)C2C=CC=CC=2)C=CC=CC=1.N(C(OC(C)C)=O)=NC(OC(C)C)=O. The catalyst is C1COCC1.C(OCC)C. The product is [C:14]([C:4]1[CH:3]=[C:2]([NH2:1])[N:6]([C:7]2[CH:12]=[CH:11][C:10]([O:13][CH2:25][CH2:24][N:18]3[CH2:23][CH2:22][O:21][CH2:20][CH2:19]3)=[CH:9][CH:8]=2)[N:5]=1)([CH3:17])([CH3:16])[CH3:15]. The yield is 0.430. (5) The reactants are [CH2:1]([N:8]1[C:13](=[O:14])[C:12]2[C:15]([CH3:18])=[N:16][S:17][C:11]=2[N:10]=[C:9]1[CH2:19][CH2:20][CH3:21])[C:2]1[CH:7]=[CH:6][CH:5]=[CH:4][CH:3]=1.C([O-])(=O)C.[Na+].[Br:27]Br.CCOC(C)=O. The catalyst is C(O)(=O)C. The product is [CH2:1]([N:8]1[C:13](=[O:14])[C:12]2[C:15]([CH3:18])=[N:16][S:17][C:11]=2[N:10]=[C:9]1[CH:19]([Br:27])[CH2:20][CH3:21])[C:2]1[CH:3]=[CH:4][CH:5]=[CH:6][CH:7]=1. The yield is 1.00. (6) The catalyst is FC(F)(F)C(O)=O. The reactants are O=[C:2]([C:10]1[CH:15]=[CH:14][C:13]([C:16]2[CH:21]=[CH:20][CH:19]=[CH:18][CH:17]=2)=[CH:12][CH:11]=1)[CH2:3][CH2:4][CH2:5][CH2:6][C:7]([OH:9])=[O:8].C([SiH](CC)CC)C. The yield is 0.500. The product is [C:16]1([C:13]2[CH:14]=[CH:15][C:10]([CH2:2][CH2:3][CH2:4][CH2:5][CH2:6][C:7]([OH:9])=[O:8])=[CH:11][CH:12]=2)[CH:17]=[CH:18][CH:19]=[CH:20][CH:21]=1. (7) The reactants are C(OC([N:8]1[CH2:11][C:10]([C:13]2[N:14]([CH3:39])[C:15]3[C:20]([N:21]=2)=[C:19]([N:22]2[CH2:27][CH2:26][O:25][CH2:24][CH2:23]2)[N:18]=[C:17]([N:28]2[C:32]4[CH:33]=[CH:34][CH:35]=[CH:36][C:31]=4[N:30]=[C:29]2[CH2:37][CH3:38])[N:16]=3)([F:12])[CH2:9]1)=O)(C)(C)C.C(O)(C(F)(F)F)=O. The catalyst is C(Cl)Cl. The product is [CH2:37]([C:29]1[N:28]([C:17]2[N:16]=[C:15]3[C:20]([N:21]=[C:13]([C:10]4([F:12])[CH2:11][NH:8][CH2:9]4)[N:14]3[CH3:39])=[C:19]([N:22]3[CH2:27][CH2:26][O:25][CH2:24][CH2:23]3)[N:18]=2)[C:32]2[CH:33]=[CH:34][CH:35]=[CH:36][C:31]=2[N:30]=1)[CH3:38]. The yield is 0.970. (8) The reactants are Cl[CH2:2][C:3]1[CH:4]=[C:5]([O:12][CH3:13])[C:6]2[O:10][CH2:9][O:8][C:7]=2[CH:11]=1.[C-:14]#[N:15].[Na+].O. The catalyst is CS(C)=O. The product is [CH3:13][O:12][C:5]1[C:6]2[O:10][CH2:9][O:8][C:7]=2[CH:11]=[C:3]([CH2:2][C:14]#[N:15])[CH:4]=1. The yield is 0.450.